From a dataset of Reaction yield outcomes from USPTO patents with 853,638 reactions. Predict the reaction yield, written as a fraction of the theoretical maximum amount of product (1.0 means a 100% yield; for example, 0.34 means a 34% yield). (1) The reactants are Cl[C:2]1[C:11]2[C:6](=[CH:7][C:8]([O:14][CH3:15])=[C:9]([O:12][CH3:13])[CH:10]=2)[N:5]=[CH:4][CH:3]=1.[Cl:16][C:17]1[C:22]([OH:23])=[CH:21][CH:20]=[C:19]([I:24])[N:18]=1.C(N(C(C)C)CC)(C)C.C(OCC)(=O)C.O1CCCC1. The catalyst is CN(C)C=O.CCCCCC.C(OCC)(=O)C.O. The product is [Cl:16][C:17]1[C:22]([O:23][C:2]2[C:11]3[C:6](=[CH:7][C:8]([O:14][CH3:15])=[C:9]([O:12][CH3:13])[CH:10]=3)[N:5]=[CH:4][CH:3]=2)=[CH:21][CH:20]=[C:19]([I:24])[N:18]=1. The yield is 0.490. (2) The reactants are [NH2:1][C:2]1[S:3][CH:4]=[C:5]([C:7]2[C:11]([C:12]3[CH:13]=[C:14]([CH:17]=[CH:18][CH:19]=3)[C:15]#[N:16])=[CH:10][N:9]([CH2:20][C:21]3[CH:26]=[CH:25][C:24]([O:27][CH3:28])=[CH:23][CH:22]=3)[N:8]=2)[N:6]=1.Cl[C:30]1[N:35]=[CH:34][CH:33]=[CH:32][N:31]=1.CC1(C)C2C(=C(P(C3C=CC=CC=3)C3C=CC=CC=3)C=CC=2)OC2C(P(C3C=CC=CC=3)C3C=CC=CC=3)=CC=CC1=2.C([O-])([O-])=O.[Cs+].[Cs+]. The catalyst is O1CCOCC1.CO.C1C=CC(/C=C/C(/C=C/C2C=CC=CC=2)=O)=CC=1.C1C=CC(/C=C/C(/C=C/C2C=CC=CC=2)=O)=CC=1.C1C=CC(/C=C/C(/C=C/C2C=CC=CC=2)=O)=CC=1.[Pd].[Pd]. The product is [CH3:28][O:27][C:24]1[CH:23]=[CH:22][C:21]([CH2:20][N:9]2[CH:10]=[C:11]([C:12]3[CH:13]=[C:14]([CH:17]=[CH:18][CH:19]=3)[C:15]#[N:16])[C:7]([C:5]3[N:6]=[C:2]([NH:1][C:30]4[N:35]=[CH:34][CH:33]=[CH:32][N:31]=4)[S:3][CH:4]=3)=[N:8]2)=[CH:26][CH:25]=1. The yield is 0.410. (3) The yield is 0.300. The reactants are [CH2:1]([O:3][C:4]([CH:6]1[CH:10]([CH2:11][CH3:12])[CH2:9][CH:8]([CH2:13][S:14]([OH:17])(=[O:16])=O)[CH2:7]1)=[O:5])[CH3:2].C(Cl)(=O)C(Cl)=O.[CH2:24]([NH:26][CH2:27][CH3:28])[CH3:25]. The catalyst is C(Cl)Cl.CN(C=O)C. The product is [CH2:24]([N:26]([CH2:27][CH3:28])[S:14]([CH2:13][CH:8]1[CH2:7][CH:6]([C:4]([O:3][CH2:1][CH3:2])=[O:5])[CH:10]([CH2:11][CH3:12])[CH2:9]1)(=[O:16])=[O:17])[CH3:25]. (4) The reactants are [C:1]1([C:7]2[CH:21]=[CH:20][C:10]3[N:11]=[C:12]([CH2:14][C:15]([O:17][CH2:18][CH3:19])=[O:16])[S:13][C:9]=3[CH:8]=2)[CH:6]=[CH:5][CH:4]=[CH:3][CH:2]=1.C1CCN2C(=NCCC2)CC1.[CH3:33][S:34](Cl)(=[O:36])=[O:35]. The catalyst is CN(C=O)C. The product is [CH3:33][S:34]([CH:14]([C:12]1[S:13][C:9]2[CH:8]=[C:7]([C:1]3[CH:2]=[CH:3][CH:4]=[CH:5][CH:6]=3)[CH:21]=[CH:20][C:10]=2[N:11]=1)[C:15]([O:17][CH2:18][CH3:19])=[O:16])(=[O:36])=[O:35]. The yield is 0.360.